From a dataset of Forward reaction prediction with 1.9M reactions from USPTO patents (1976-2016). Predict the product of the given reaction. Given the reactants [NH2:1][C:2]1[CH:7]=[CH:6][C:5]([N:8]2[CH2:14][CH2:13][CH2:12][N:11](C(OC(C)(C)C)=O)[CH2:10][CH2:9]2)=[CH:4][C:3]=1[NH:22][S:23]([CH3:26])(=[O:25])=[O:24].[C:27]1([CH3:37])[C:28]([S:33]([Cl:36])(=[O:35])=[O:34])=[CH:29][CH:30]=[CH:31][CH:32]=1, predict the reaction product. The product is: [ClH:36].[N:8]1([C:5]2[CH:6]=[CH:7][C:2]([NH:1][S:33]([C:28]3[CH:29]=[CH:30][CH:31]=[CH:32][C:27]=3[CH3:37])(=[O:35])=[O:34])=[C:3]([NH:22][S:23]([CH3:26])(=[O:24])=[O:25])[CH:4]=2)[CH2:14][CH2:13][CH2:12][NH:11][CH2:10][CH2:9]1.